The task is: Regression. Given a peptide amino acid sequence and an MHC pseudo amino acid sequence, predict their binding affinity value. This is MHC class I binding data.. This data is from Peptide-MHC class I binding affinity with 185,985 pairs from IEDB/IMGT. (1) The peptide sequence is FQKDAKVLF. The MHC is HLA-B58:01 with pseudo-sequence HLA-B58:01. The binding affinity (normalized) is 0.0847. (2) The peptide sequence is HPEIVIYQY. The MHC is HLA-A29:02 with pseudo-sequence HLA-A29:02. The binding affinity (normalized) is 0.150. (3) The peptide sequence is LIGANYLGK. The MHC is HLA-A01:01 with pseudo-sequence HLA-A01:01. The binding affinity (normalized) is 0.0847. (4) The peptide sequence is KVGNFTGLY. The MHC is Patr-A0301 with pseudo-sequence Patr-A0301. The binding affinity (normalized) is 0.388. (5) The peptide sequence is ELGELIGVNY. The MHC is HLA-A03:01 with pseudo-sequence HLA-A03:01. The binding affinity (normalized) is 0. (6) The peptide sequence is SADPLASLL. The MHC is HLA-A31:01 with pseudo-sequence HLA-A31:01. The binding affinity (normalized) is 0.0847. (7) The peptide sequence is AYIDNYNKV. The MHC is HLA-B35:03 with pseudo-sequence HLA-B35:03. The binding affinity (normalized) is 0. (8) The peptide sequence is VLKAMHDKKI. The MHC is HLA-A02:02 with pseudo-sequence HLA-A02:02. The binding affinity (normalized) is 0.00215.